Dataset: Forward reaction prediction with 1.9M reactions from USPTO patents (1976-2016). Task: Predict the product of the given reaction. (1) Given the reactants [NH2:1][C:2]1[CH:7]=[C:6]([CH3:8])[C:5](Br)=[CH:4][N:3]=1.[N:10]1([S:16]([C:19]2[CH:24]=[CH:23][C:22]([SH:25])=[CH:21][CH:20]=2)(=[O:18])=[O:17])[CH2:15][CH2:14][CH2:13][CH2:12][CH2:11]1.[Cl:26][C:27]1[CH:32]=[C:31]([Cl:33])[C:30]([CH3:34])=[CH:29][C:28]=1[S:35](Cl)(=[O:37])=[O:36], predict the reaction product. The product is: [Cl:26][C:27]1[CH:32]=[C:31]([Cl:33])[C:30]([CH3:34])=[CH:29][C:28]=1[S:35]([NH:1][C:2]1[CH:7]=[C:6]([CH3:8])[C:5]([S:25][C:22]2[CH:21]=[CH:20][C:19]([S:16]([N:10]3[CH2:11][CH2:12][CH2:13][CH2:14][CH2:15]3)(=[O:18])=[O:17])=[CH:24][CH:23]=2)=[CH:4][N:3]=1)(=[O:37])=[O:36]. (2) Given the reactants [Br:1][C:2]1[CH:3]=[C:4]2[C:9](=[CH:10][C:11]=1[Cl:12])[N:8]=[C:7]([CH3:13])[N:6]=[C:5]2O.O=S(Cl)[Cl:17], predict the reaction product. The product is: [Br:1][C:2]1[CH:3]=[C:4]2[C:9](=[CH:10][C:11]=1[Cl:12])[N:8]=[C:7]([CH3:13])[N:6]=[C:5]2[Cl:17]. (3) Given the reactants [CH3:1][N:2]1[C:6](B(O)O)=[CH:5][CH:4]=[N:3]1.[Cl:10][C:11]1[N:12]=[C:13]([C:17]([NH:19][C@H:20]([CH2:30][N:31]2[C:39](=[O:40])[C:38]3[C:33](=[CH:34][CH:35]=[CH:36][CH:37]=3)[C:32]2=[O:41])[CH2:21][C:22]2[CH:27]=[CH:26][C:25]([F:28])=[C:24]([F:29])[CH:23]=2)=[O:18])[NH:14][C:15]=1Cl.C([O-])([O-])=O.[Na+].[Na+], predict the reaction product. The product is: [Cl:10][C:11]1[N:12]=[C:13]([C:17]([NH:19][C@H:20]([CH2:30][N:31]2[C:32](=[O:41])[C:33]3[C:38](=[CH:37][CH:36]=[CH:35][CH:34]=3)[C:39]2=[O:40])[CH2:21][C:22]2[CH:27]=[CH:26][C:25]([F:28])=[C:24]([F:29])[CH:23]=2)=[O:18])[NH:14][C:15]=1[C:6]1[N:2]([CH3:1])[N:3]=[CH:4][CH:5]=1. (4) Given the reactants [OH:1][C:2]1[CH:3]=[CH:4][C:5]([CH3:8])=[N:6][CH:7]=1.[H-].[Na+].[I-].[CH3:12][CH2:13][CH3:14].O, predict the reaction product. The product is: [CH3:12][CH:13]([O:1][C:2]1[CH:3]=[CH:4][C:5]([CH3:8])=[N:6][CH:7]=1)[CH3:14]. (5) Given the reactants [Cl:1][C:2]1[CH:3]=[C:4]([CH:10]=[C:11]([C:14]#[N:15])[C:12]=1[CH3:13])[C:5]([O:7][CH2:8][CH3:9])=[O:6].C(OC(=O)C1C=CC(C[Br:27])=C(C(F)(F)F)C=1)C, predict the reaction product. The product is: [Br:27][CH2:13][C:12]1[C:11]([C:14]#[N:15])=[CH:10][C:4]([C:5]([O:7][CH2:8][CH3:9])=[O:6])=[CH:3][C:2]=1[Cl:1].